From a dataset of Full USPTO retrosynthesis dataset with 1.9M reactions from patents (1976-2016). Predict the reactants needed to synthesize the given product. Given the product [F:16][C:13]1[CH:14]=[CH:15][C:10]([N:7]2[C:6]3[CH:17]=[C:2]([C:28]4[N:24]([C:21]5[CH:22]=[CH:23][C:18]([CH3:32])=[CH:19][CH:20]=5)[N:25]=[CH:26][CH:27]=4)[CH:3]=[CH:4][C:5]=3[N:9]=[CH:8]2)=[CH:11][CH:12]=1, predict the reactants needed to synthesize it. The reactants are: Br[C:2]1[CH:3]=[CH:4][C:5]2[N:9]=[CH:8][N:7]([C:10]3[CH:15]=[CH:14][C:13]([F:16])=[CH:12][CH:11]=3)[C:6]=2[CH:17]=1.[C:18]1([CH3:32])[CH:23]=[CH:22][C:21]([N:24]2[C:28](B(O)O)=[CH:27][CH:26]=[N:25]2)=[CH:20][CH:19]=1.